The task is: Regression. Given a peptide amino acid sequence and an MHC pseudo amino acid sequence, predict their binding affinity value. This is MHC class I binding data.. This data is from Peptide-MHC class I binding affinity with 185,985 pairs from IEDB/IMGT. (1) The peptide sequence is FAGKTVWFV. The MHC is HLA-A02:06 with pseudo-sequence HLA-A02:06. The binding affinity (normalized) is 0.660. (2) The peptide sequence is EDLLHLNSLF. The binding affinity (normalized) is 0.365. The MHC is Mamu-A11 with pseudo-sequence Mamu-A11. (3) The MHC is HLA-A26:01 with pseudo-sequence HLA-A26:01. The binding affinity (normalized) is 0.0847. The peptide sequence is YQKVGMQKY. (4) The peptide sequence is KQFYIFNTH. The MHC is HLA-B18:01 with pseudo-sequence HLA-B18:01. The binding affinity (normalized) is 0.0847.